The task is: Predict which catalyst facilitates the given reaction.. This data is from Catalyst prediction with 721,799 reactions and 888 catalyst types from USPTO. (1) Reactant: [N+:1]([C:4]1[CH:9]=[CH:8][CH:7]=[C:6]([C:10]([F:13])([F:12])[F:11])[C:5]=1[OH:14])([O-])=O. Product: [NH2:1][C:4]1[CH:9]=[CH:8][CH:7]=[C:6]([C:10]([F:11])([F:12])[F:13])[C:5]=1[OH:14]. The catalyst class is: 19. (2) Reactant: [F:1][C:2]1[CH:7]=[C:6]([N+:8]([O-])=O)[CH:5]=[CH:4][C:3]=1[NH:11][C:12]1[C:13]2[C:20]([CH3:21])=[CH:19][NH:18][C:14]=2[N:15]=[CH:16][CH:17]=1.[H][H]. Product: [F:1][C:2]1[CH:7]=[C:6]([NH2:8])[CH:5]=[CH:4][C:3]=1[NH:11][C:12]1[CH:17]=[CH:16][N:15]=[C:14]2[NH:18][CH:19]=[C:20]([CH3:21])[C:13]=12. The catalyst class is: 29. (3) Reactant: [OH:1][C:2]1[CH:7]=[C:6]([CH3:8])[O:5][C:4](=[O:9])[CH:3]=1.C1CCC(N=C=NC2CCCCC2)CC1.[C:25](O)(=[O:28])[CH2:26][CH3:27]. Product: [OH:1][C:2]1[CH:7]=[C:6]([CH3:8])[O:5][C:4](=[O:9])[C:3]=1[C:25](=[O:28])[CH2:26][CH3:27]. The catalyst class is: 64. (4) Reactant: [N+:1]([C:4]1[CH:12]=[CH:11][CH:10]=[C:9]2[C:5]=1[CH2:6][CH:7]([C:13]([NH:15][C:16]1[CH:21]=[CH:20][C:19]([N:22]3[CH2:27][CH2:26][O:25][CH2:24][CH2:23]3)=[CH:18][CH:17]=1)=[O:14])[CH2:8]2)([O-])=O.S(S([O-])=O)([O-])=O.[Na+].[Na+]. Product: [NH2:1][C:4]1[CH:12]=[CH:11][CH:10]=[C:9]2[C:5]=1[CH2:6][CH:7]([C:13]([NH:15][C:16]1[CH:21]=[CH:20][C:19]([N:22]3[CH2:27][CH2:26][O:25][CH2:24][CH2:23]3)=[CH:18][CH:17]=1)=[O:14])[CH2:8]2. The catalyst class is: 35. (5) Reactant: [NH2:1][C:2]12[CH2:6][C:4](C(=O)C)([CH2:5]1)[CH2:3]2.ClC1C=CC=[C:13]([C:17]([O:19]O)=[O:18])C=1. Product: [C:17]([O:19][C:4]12[CH2:3][C:2]([NH2:1])([CH2:5]1)[CH2:6]2)(=[O:18])[CH3:13]. The catalyst class is: 22. (6) The catalyst class is: 228. Product: [F:1][C:2]1[CH:8]=[CH:7][C:5]([NH:6][C:16](=[O:17])[C:15]2[CH:14]=[CH:13][C:12]([N+:9]([O-:11])=[O:10])=[CH:20][CH:19]=2)=[CH:4][CH:3]=1. Reactant: [F:1][C:2]1[CH:8]=[CH:7][C:5]([NH2:6])=[CH:4][CH:3]=1.[N+:9]([C:12]1[CH:20]=[CH:19][C:15]([C:16](Cl)=[O:17])=[CH:14][CH:13]=1)([O-:11])=[O:10]. (7) Reactant: Cl[C:2]1[C:11]2[C:6](=[CH:7][CH:8]=[C:9]([F:12])[CH:10]=2)[CH:5]=[C:4]([Cl:13])[N:3]=1.[NH2:14][C@H:15]1[CH2:19][CH2:18][N:17]([C:20]([O:22][C:23]([CH3:26])([CH3:25])[CH3:24])=[O:21])[CH2:16]1.CCN(CC)CC. Product: [Cl:13][C:4]1[N:3]=[C:2]([NH:14][C@H:15]2[CH2:19][CH2:18][N:17]([C:20]([O:22][C:23]([CH3:26])([CH3:25])[CH3:24])=[O:21])[CH2:16]2)[C:11]2[C:6]([CH:5]=1)=[CH:7][CH:8]=[C:9]([F:12])[CH:10]=2. The catalyst class is: 37. (8) Reactant: C(OC([N:8]1[CH2:11][CH:10]([O:12][C:13]2[CH:18]=[C:17]([Cl:19])[CH:16]=[CH:15][C:14]=2[O:20][CH2:21][CH2:22][C:23]2[CH:28]=[CH:27][CH:26]=[C:25]([Cl:29])[CH:24]=2)[CH2:9]1)=O)(C)(C)C.C(OC(N1CC(OC2C=C(Cl)C=CC=2O)C1)=O)(C)(C)C.[H-].[Na+]. Product: [Cl:19][C:17]1[CH:16]=[CH:15][C:14]([O:20][CH2:21][CH2:22][C:23]2[CH:28]=[CH:27][CH:26]=[C:25]([Cl:29])[CH:24]=2)=[C:13]([CH:18]=1)[O:12][CH:10]1[CH2:9][NH:8][CH2:11]1. The catalyst class is: 3. (9) Reactant: [Cl:1][C:2]1[CH:3]=[C:4]([C:23]([O:25][CH3:26])=[O:24])[C:5]([CH3:22])=[C:6]([NH:8][CH:9]2[CH2:14][CH2:13][N:12]([C:15]([O:17][C:18]([CH3:21])([CH3:20])[CH3:19])=[O:16])[CH2:11][CH2:10]2)[CH:7]=1.[H-].[Na+].Br[CH2:30][CH:31]=[CH2:32]. Product: [CH2:32]([N:8]([C:6]1[CH:7]=[C:2]([Cl:1])[CH:3]=[C:4]([C:23]([O:25][CH3:26])=[O:24])[C:5]=1[CH3:22])[CH:9]1[CH2:14][CH2:13][N:12]([C:15]([O:17][C:18]([CH3:19])([CH3:20])[CH3:21])=[O:16])[CH2:11][CH2:10]1)[CH:31]=[CH2:30]. The catalyst class is: 3. (10) Reactant: [NH2:1][NH2:2].[F:3][C:4]1[CH:11]=[C:10]([F:12])[CH:9]=[CH:8][C:5]=1[CH2:6]Br. Product: [F:3][C:4]1[CH:11]=[C:10]([F:12])[CH:9]=[CH:8][C:5]=1[CH2:6][NH:1][NH2:2]. The catalyst class is: 5.